From a dataset of Reaction yield outcomes from USPTO patents with 853,638 reactions. Predict the reaction yield, written as a fraction of the theoretical maximum amount of product (1.0 means a 100% yield; for example, 0.34 means a 34% yield). (1) The reactants are [CH3:1][O:2][C:3]1[CH:4]=[C:5]2[C:9](=[CH:10][CH:11]=1)[C:8](=[O:12])[CH2:7][CH2:6]2.[N:13](OCCCC)=[O:14].Cl. The catalyst is CO. The product is [CH3:1][O:2][C:3]1[CH:4]=[C:5]2[C:9](=[CH:10][CH:11]=1)[C:8](=[O:12])[C:7](=[N:13][OH:14])[CH2:6]2. The yield is 0.620. (2) The reactants are [Cl:1][C:2]1[CH:32]=[CH:31][C:5]([CH2:6][N:7]2[C:15]3[C:14](=[O:16])[NH:13][C:12](=[O:17])[N:11]([CH3:18])[C:10]=3[N:9]=[C:8]2[O:19][C:20]2[CH:25]=[CH:24][CH:23]=[C:22]([O:26][C:27]([F:30])([F:29])[F:28])[CH:21]=2)=[CH:4][CH:3]=1.CS([O:37][CH2:38][C:39]1([CH2:42]O)[CH2:41][CH2:40]1)(=O)=O.C(=O)([O-])[O-].[K+].[K+]. The catalyst is CN(C=O)C.CCCC[N+](CCCC)(CCCC)CCCC.[I-]. The product is [Cl:1][C:2]1[CH:3]=[CH:4][C:5]([CH2:6][N:7]2[C:15]3[C:14](=[O:16])[N:13]([CH2:42][C:39]4([CH2:38][OH:37])[CH2:41][CH2:40]4)[C:12](=[O:17])[N:11]([CH3:18])[C:10]=3[N:9]=[C:8]2[O:19][C:20]2[CH:25]=[CH:24][CH:23]=[C:22]([O:26][C:27]([F:30])([F:28])[F:29])[CH:21]=2)=[CH:31][CH:32]=1. The yield is 0.399. (3) The reactants are [CH3:1][O:2][CH:3]([C:12]1[CH:17]=[CH:16][C:15]([CH2:18][O:19][Si](C(C)C)(C(C)C)C(C)C)=[CH:14][CH:13]=1)[C:4]1[CH:5]=[C:6]([CH:9]=[CH:10][CH:11]=1)[C:7]#[N:8].O1CCCC1.[F-].C([N+](CCCC)(CCCC)CCCC)CCC. The catalyst is O. The product is [OH:19][CH2:18][C:15]1[CH:14]=[CH:13][C:12]([CH:3]([O:2][CH3:1])[C:4]2[CH:5]=[C:6]([CH:9]=[CH:10][CH:11]=2)[C:7]#[N:8])=[CH:17][CH:16]=1. The yield is 0.760. (4) The reactants are C(N1C2C(=CC(Cl)=CC=2)C=C1CCN1C(=O)C2C(=CC=CC=2)C1=O)(C1C=CC=CC=1)C1C=CC=CC=1.C([SiH](CC)CC)C.[CH2:44]([O:46][C:47](=[O:58])[C:48]1[CH:53]=[CH:52][C:51](CCC=O)=[CH:50][CH:49]=1)[CH3:45].ClCC(O)=O.C([O-])(O)=O.[Na+]. The catalyst is C(Cl)Cl.CO.O. The product is [CH2:44]([O:46][C:47](=[O:58])[C:48]1[CH:53]=[CH:52][CH:51]=[CH:50][CH:49]=1)[CH3:45]. The yield is 0.900. (5) The reactants are C([N:8]1[CH2:13][CH2:12][N:11](CC2C=CC=CC=2)[CH2:10][C@@H:9]1[CH2:21][CH2:22][C:23]1[CH:24]=[N:25][CH:26]=[CH:27][CH:28]=1)C1C=CC=CC=1.C([O-])=O.[NH4+]. The catalyst is C(O)C.[Pd]. The product is [N:25]1[CH:26]=[CH:27][CH:28]=[C:23]([CH2:22][CH2:21][C@H:9]2[CH2:10][NH:11][CH2:12][CH2:13][NH:8]2)[CH:24]=1. The yield is 0.320. (6) The reactants are C([Li])(CC)C.[F:6][C:7]1[CH:12]=[CH:11][N:10]=[C:9]2[N:13]([Si:16]([CH:23]([CH3:25])[CH3:24])([CH:20]([CH3:22])[CH3:21])[CH:17]([CH3:19])[CH3:18])[CH:14]=[CH:15][C:8]=12.CC1(C)[C@@]23C4(ON4S(=O)(=[O:34])C2)C[C@@H]1CC3.[Cl-].[NH4+]. The catalyst is C1COCC1.O.C(#N)C. The product is [F:6][C:7]1[C:12]([OH:34])=[CH:11][N:10]=[C:9]2[N:13]([Si:16]([CH:20]([CH3:22])[CH3:21])([CH:23]([CH3:25])[CH3:24])[CH:17]([CH3:18])[CH3:19])[CH:14]=[CH:15][C:8]=12. The yield is 0.490. (7) The reactants are Br[C:2]1[CH:3]=[N:4][N:5]2[CH:10]=[CH:9][C:8]([NH:11][CH2:12][CH2:13][CH2:14][N:15]([CH2:18][CH3:19])[CH2:16][CH3:17])=[N:7][C:6]=12.[Cl:20][C:21]1[CH:22]=[C:23](B(O)O)[CH:24]=[CH:25][CH:26]=1. No catalyst specified. The product is [Cl:20][C:21]1[CH:26]=[C:25]([C:2]2[CH:3]=[N:4][N:5]3[CH:10]=[CH:9][C:8]([NH:11][CH2:12][CH2:13][CH2:14][N:15]([CH2:18][CH3:19])[CH2:16][CH3:17])=[N:7][C:6]=23)[CH:24]=[CH:23][CH:22]=1. The yield is 0.0500.